Dataset: Full USPTO retrosynthesis dataset with 1.9M reactions from patents (1976-2016). Task: Predict the reactants needed to synthesize the given product. (1) Given the product [Br:20][CH:2]([CH2:3][CH2:4][CH2:5][CH2:6][CH2:7][CH2:8][CH2:9][CH2:10][CH2:11][CH3:12])[C:1]([Cl:19])=[O:14], predict the reactants needed to synthesize it. The reactants are: [C:1]([OH:14])(=O)[CH2:2][CH2:3][CH2:4][CH2:5][CH2:6][CH2:7][CH2:8][CH2:9][CH2:10][CH2:11][CH3:12].S(Cl)(Cl)=O.[ClH:19].[Br:20]Br. (2) The reactants are: [N+:1]([CH2:3][C:4]([O:6][CH3:7])=[O:5])#[C-:2].[C:8]1([C:14]2[CH:22]=[CH:21][C:17]([C:18](Cl)=[O:19])=[CH:16][CH:15]=2)[CH:13]=[CH:12][CH:11]=[CH:10][CH:9]=1.C(N(CC)CC)C. Given the product [CH3:7][O:6][C:4]([C:3]1[N:1]=[CH:2][O:19][C:18]=1[C:17]1[CH:21]=[CH:22][C:14]([C:8]2[CH:9]=[CH:10][CH:11]=[CH:12][CH:13]=2)=[CH:15][CH:16]=1)=[O:5], predict the reactants needed to synthesize it. (3) Given the product [F:1][C:2]1[CH:3]=[C:4]([C:8]2[C@:9]3([CH2:25][CH2:24][C@H:23]4[C@@H:14]([CH2:15][CH2:16][C:17]5[CH:18]=[C:19]([C:26]([N:29]6[CH2:36][CH2:35][CH2:34][C@H:30]6[C:31]([NH2:33])=[O:32])=[O:27])[CH:20]=[CH:21][C:22]=54)[C@@H:11]3[CH2:12][CH:13]=2)[CH3:10])[CH:5]=[N:6][CH:7]=1, predict the reactants needed to synthesize it. The reactants are: [F:1][C:2]1[CH:3]=[C:4]([C:8]2[C@:9]3([CH2:25][CH2:24][C@H:23]4[C@@H:14]([CH2:15][CH2:16][C:17]5[CH:18]=[C:19]([C:26](O)=[O:27])[CH:20]=[CH:21][C:22]=54)[C@@H:11]3[CH2:12][CH:13]=2)[CH3:10])[CH:5]=[N:6][CH:7]=1.[NH:29]1[CH2:36][CH2:35][CH2:34][C@H:30]1[C:31]([NH2:33])=[O:32]. (4) Given the product [C:6]([C:5]1[CH:8]=[CH:9][C:2]([B:17]([OH:18])[OH:16])=[CH:3][CH:4]=1)#[N:7], predict the reactants needed to synthesize it. The reactants are: Br[C:2]1[CH:9]=[CH:8][C:5]([C:6]#[N:7])=[CH:4][CH:3]=1.C([Li])CCC.C[O:16][B:17](OC)[O:18]C.Cl.